This data is from Buchwald-Hartwig C-N cross coupling reaction yields with 55,370 reactions. The task is: Predict the reaction yield, written as a fraction of the theoretical maximum amount of product (1.0 means a 100% yield; for example, 0.34 means a 34% yield). (1) The reactants are Clc1ccccn1.Cc1ccc(N)cc1.O=S(=O)(O[Pd]1c2ccccc2-c2ccccc2N~1)C(F)(F)F.COc1ccc(OC)c(P([C@]23C[C@H]4C[C@H](C[C@H](C4)C2)C3)[C@]23C[C@H]4C[C@H](C[C@H](C4)C2)C3)c1-c1c(C(C)C)cc(C(C)C)cc1C(C)C.CCN=P(N=P(N(C)C)(N(C)C)N(C)C)(N(C)C)N(C)C.Cc1cc(C)on1. The product is Cc1ccc(Nc2ccccn2)cc1. The yield is 0.704. No catalyst specified. (2) The reactants are CCc1ccc(Br)cc1.Cc1ccc(N)cc1.O=S(=O)(O[Pd]1c2ccccc2-c2ccccc2N~1)C(F)(F)F.CC(C)c1cc(C(C)C)c(-c2ccccc2P(C(C)(C)C)C(C)(C)C)c(C(C)C)c1.CN(C)C(=NC(C)(C)C)N(C)C.c1ccc(-c2ccon2)cc1. No catalyst specified. The product is CCc1ccc(Nc2ccc(C)cc2)cc1. The yield is 0.779. (3) The reactants are CCc1ccc(Br)cc1.Cc1ccc(N)cc1.O=S(=O)(O[Pd]1c2ccccc2-c2ccccc2N~1)C(F)(F)F.COc1ccc(OC)c(P(C(C)(C)C)C(C)(C)C)c1-c1c(C(C)C)cc(C(C)C)cc1C(C)C.CN1CCCN2CCCN=C12.Cc1cc(-c2ccccc2)on1. No catalyst specified. The product is CCc1ccc(Nc2ccc(C)cc2)cc1. The yield is 0.707. (4) No catalyst specified. The product is Cc1ccc(Nc2ccc(C(F)(F)F)cc2)cc1. The reactants are FC(F)(F)c1ccc(I)cc1.Cc1ccc(N)cc1.O=S(=O)(O[Pd]1c2ccccc2-c2ccccc2N~1)C(F)(F)F.CC(C)c1cc(C(C)C)c(-c2ccccc2P(C(C)(C)C)C(C)(C)C)c(C(C)C)c1.CN(C)C(=NC(C)(C)C)N(C)C.COC(=O)c1cc(-c2ccco2)on1. The yield is 0.366. (5) The reactants are Clc1ccccn1.Cc1ccc(N)cc1.O=S(=O)(O[Pd]1c2ccccc2-c2ccccc2N~1)C(F)(F)F.CC(C)c1cc(C(C)C)c(-c2ccccc2P(C(C)(C)C)C(C)(C)C)c(C(C)C)c1.CN1CCCN2CCCN=C12.COC(=O)c1cc(-c2cccs2)on1. No catalyst specified. The product is Cc1ccc(Nc2ccccn2)cc1. The yield is 0.823. (6) The reactants are Brc1cccnc1.Cc1ccc(N)cc1.O=S(=O)(O[Pd]1c2ccccc2-c2ccccc2N~1)C(F)(F)F.COc1ccc(OC)c(P([C@]23C[C@H]4C[C@H](C[C@H](C4)C2)C3)[C@]23C[C@H]4C[C@H](C[C@H](C4)C2)C3)c1-c1c(C(C)C)cc(C(C)C)cc1C(C)C.CCN=P(N=P(N(C)C)(N(C)C)N(C)C)(N(C)C)N(C)C.c1ccc2oncc2c1. No catalyst specified. The product is Cc1ccc(Nc2cccnc2)cc1. The yield is 0.406.